Task: Predict the reactants needed to synthesize the given product.. Dataset: Full USPTO retrosynthesis dataset with 1.9M reactions from patents (1976-2016) (1) Given the product [OH:13][C:14]([C:17]1[CH:57]=[CH:56][C:20]([O:21][C@@H:22]2[CH2:27][CH2:26][C@H:25]([N:28]3[C:33](=[O:34])[C:32]([CH2:35][C:36]4[CH:41]=[CH:40][C:39]([C:42]5[CH:47]=[CH:46][CH:45]=[CH:44][C:43]=5[C:48]5[NH:3][C:4](=[O:7])[O:5][N:49]=5)=[CH:38][CH:37]=4)=[C:31]([CH2:50][CH2:51][CH3:52])[N:30]4[N:53]=[CH:54][N:55]=[C:29]34)[CH2:24][CH2:23]2)=[CH:19][CH:18]=1)([CH3:16])[CH3:15], predict the reactants needed to synthesize it. The reactants are: [Cl-].O[NH3+:3].[C:4](=[O:7])([O-])[OH:5].[Na+].CS(C)=O.[OH:13][C:14]([C:17]1[CH:57]=[CH:56][C:20]([O:21][C@@H:22]2[CH2:27][CH2:26][C@H:25]([N:28]3[C:33](=[O:34])[C:32]([CH2:35][C:36]4[CH:41]=[CH:40][C:39]([C:42]5[C:43]([C:48]#[N:49])=[CH:44][CH:45]=[CH:46][CH:47]=5)=[CH:38][CH:37]=4)=[C:31]([CH2:50][CH2:51][CH3:52])[N:30]4[N:53]=[CH:54][N:55]=[C:29]34)[CH2:24][CH2:23]2)=[CH:19][CH:18]=1)([CH3:16])[CH3:15]. (2) Given the product [CH3:12][C:2]1[C:3]2[CH:11]=[CH:10][NH:9][C:4]=2[N:5]=[C:6]([NH2:8])[N:7]=1, predict the reactants needed to synthesize it. The reactants are: Cl[C:2]1[C:3]2[CH:11]=[CH:10][NH:9][C:4]=2[N:5]=[C:6]([NH2:8])[N:7]=1.[CH3:12][Al](C)C.